Dataset: Full USPTO retrosynthesis dataset with 1.9M reactions from patents (1976-2016). Task: Predict the reactants needed to synthesize the given product. (1) Given the product [O:9]1[CH:15]2[CH:14]1[CH2:13][N:12]([C:17]([O:19][C:20]([CH3:23])([CH3:22])[CH3:21])=[O:18])[CH2:16]2, predict the reactants needed to synthesize it. The reactants are: C1C=C(Cl)C=C(C(OO)=[O:9])C=1.[N:12]1([C:17]([O:19][C:20]([CH3:23])([CH3:22])[CH3:21])=[O:18])[CH2:16][CH:15]=[CH:14][CH2:13]1. (2) Given the product [CH3:1][C:2]1[C:7]([CH2:8][S+:9]([O-:19])[C:10]2[NH:11][C:12]3[CH:13]=[CH:14][CH:15]=[CH:16][C:17]=3[N:18]=2)=[N:6][CH:5]=[CH:4][C:3]=1[O:20][CH2:21][CH2:22][CH2:23][O:24][CH3:25].[CH3:1][C:2]1[C:7]([CH2:8][S+:9]([O-:19])[C:10]2[N-:11][C:12]3[CH:13]=[CH:14][CH:15]=[CH:16][C:17]=3[N:18]=2)=[N:6][CH:5]=[CH:4][C:3]=1[O:20][CH2:21][CH2:22][CH2:23][O:24][CH3:25].[Na+:36], predict the reactants needed to synthesize it. The reactants are: [CH3:1][C:2]1[C:7]([CH2:8][S+:9]([O-:19])[C:10]2[NH:11][C:12]3[CH:13]=[CH:14][CH:15]=[CH:16][C:17]=3[N:18]=2)=[N:6][CH:5]=[CH:4][C:3]=1[O:20][CH2:21][CH2:22][CH2:23][O:24][CH3:25].N1C2C=CC=CC=2NC=1.[OH-].[Na+:36].